Dataset: Catalyst prediction with 721,799 reactions and 888 catalyst types from USPTO. Task: Predict which catalyst facilitates the given reaction. (1) Reactant: [CH2:1]([N:5]1[CH2:30][CH2:29][C@:12]23[C:13]4[C:14]5[O:28][C@H:11]2C(=O)[CH2:9][CH2:8][C@@:7]3([OH:32])[C@H:6]1[CH2:19][C:18]=4[CH:17]=[CH:16][C:15]=5[O:20][CH2:21][C:22]1[CH:27]=[CH:26][CH:25]=[CH:24][CH:23]=1)[CH:2]([CH3:4])[CH3:3].[CH:33]([O:38][CH3:39])([O:36][CH3:37])OC.Cl. Product: [CH3:39][O:38][C:33]1([O:36][CH3:37])[CH2:9][CH2:8][C@:7]2([OH:32])[C@:12]34[CH2:29][CH2:30][N:5]([CH2:1][CH:2]([CH3:4])[CH3:3])[C@@H:6]2[CH2:19][C:18]2[CH:17]=[CH:16][C:15]([O:20][CH2:21][C:22]5[CH:27]=[CH:26][CH:25]=[CH:24][CH:23]=5)=[C:14]([O:28][C@@H:11]13)[C:13]4=2. The catalyst class is: 5. (2) The catalyst class is: 1. Reactant: [Cl:1][C:2]1[C:3]([NH:8][C@@H:9]2[CH2:14][CH2:13][CH2:12][N:11]([C:15]([O:17][C:18]([CH3:21])([CH3:20])[CH3:19])=[O:16])[CH2:10]2)=[N:4][CH:5]=[CH:6][CH:7]=1.C[Si]([N-][Si](C)(C)C)(C)C.[Li+].[Br:32][C:33]1[CH:41]=[CH:40][C:36]([C:37](Cl)=[O:38])=[CH:35][CH:34]=1.CO. Product: [Br:32][C:33]1[CH:41]=[CH:40][C:36]([C:37]([N:8]([C:3]2[C:2]([Cl:1])=[CH:7][CH:6]=[CH:5][N:4]=2)[C@@H:9]2[CH2:14][CH2:13][CH2:12][N:11]([C:15]([O:17][C:18]([CH3:21])([CH3:20])[CH3:19])=[O:16])[CH2:10]2)=[O:38])=[CH:35][CH:34]=1. (3) Reactant: CCN(C(C)C)C(C)C.[OH:10][C:11]1[CH:12]=[CH:13][CH:14]=[C:15]2[C:20]=1[O:19][C:18](=[O:21])[C:17]([C:22]([OH:24])=O)=[CH:16]2.CN(C(ON1N=NC2C=CC=NC1=2)=[N+](C)C)C.F[P-](F)(F)(F)(F)F.[NH:49]1[C:57]2[C:52](=[C:53]([C:58]3[CH:59]=[C:60]([NH2:64])[CH:61]=[CH:62][CH:63]=3)[CH:54]=[CH:55][CH:56]=2)[CH:51]=[CH:50]1. Product: [NH:49]1[C:57]2[C:52](=[C:53]([C:58]3[CH:59]=[C:60]([NH:64][C:22]([C:17]4[C:18](=[O:21])[O:19][C:20]5[C:15]([CH:16]=4)=[CH:14][CH:13]=[CH:12][C:11]=5[OH:10])=[O:24])[CH:61]=[CH:62][CH:63]=3)[CH:54]=[CH:55][CH:56]=2)[CH:51]=[CH:50]1. The catalyst class is: 3. (4) Reactant: [C:1]12([NH:9][CH2:8][C:7]3[CH:10]=[CH:11][C:12]([C:14]([O:16][CH3:17])=[O:15])=[CH:13][C:6]=3[O:5][CH2:4]1)[CH2:3][CH2:2]2.N1C=CC=CC=1.[O:24]1[CH2:29][CH2:28][CH:27]([C:30](Cl)=[O:31])[CH2:26][CH2:25]1. Product: [O:24]1[CH2:29][CH2:28][CH:27]([C:30]([N:9]2[C:1]3([CH2:2][CH2:3]3)[CH2:4][O:5][C:6]3[CH:13]=[C:12]([C:14]([O:16][CH3:17])=[O:15])[CH:11]=[CH:10][C:7]=3[CH2:8]2)=[O:31])[CH2:26][CH2:25]1. The catalyst class is: 2. (5) Reactant: [Si]([O:8][C@H:9]([C:23]1[CH:32]=[CH:31][C:30]([OH:33])=[C:29]2[C:24]=1[CH:25]=[CH:26][C:27](=[O:34])[NH:28]2)[CH2:10][NH:11][CH:12]1[CH2:17][CH2:16][N:15]([CH2:18][CH2:19][C:20]([OH:22])=O)[CH2:14][CH2:13]1)(C(C)(C)C)(C)C.CN(C(ON1N=NC2C=CC=NC1=2)=[N+](C)C)C.F[P-](F)(F)(F)(F)F.C(N(CC)CC)C.[CH2:66]([NH:73][CH2:74][C:75]1[CH:80]=[CH:79][CH:78]=[CH:77][CH:76]=1)[C:67]1[CH:72]=[CH:71][CH:70]=[CH:69][CH:68]=1. The catalyst class is: 3. Product: [CH2:74]([N:73]([CH2:66][C:67]1[CH:72]=[CH:71][CH:70]=[CH:69][CH:68]=1)[C:20](=[O:22])[CH2:19][CH2:18][N:15]1[CH2:14][CH2:13][CH:12]([NH:11][CH2:10][C@H:9]([OH:8])[C:23]2[CH:32]=[CH:31][C:30]([OH:33])=[C:29]3[C:24]=2[CH:25]=[CH:26][C:27](=[O:34])[NH:28]3)[CH2:17][CH2:16]1)[C:75]1[CH:80]=[CH:79][CH:78]=[CH:77][CH:76]=1. (6) Reactant: Br[CH:2]1[CH:7]([CH3:8])[CH2:6][O:5][CH:4]([C:9]2[O:13][N:12]=[C:11]([C:14]([O-:16])=O)[C:10]=2[CH3:17])[CH2:3]1.[K+].CC1C(C([O-])=O)=NOC=1C1CC=C(C)CO1.[K+].CN(C(ON1N=NC2C=CC=NC1=2)=[N+](C)C)C.F[P-](F)(F)(F)(F)F.[NH2:60][C:61]1[C:62](=[O:74])[N:63]([CH:68]2[CH2:73][CH2:72][CH2:71][CH2:70][CH2:69]2)[N:64]([CH3:67])[C:65]=1[CH3:66].C(N(CC)CC)C. Product: [CH:68]1([N:63]2[C:62](=[O:74])[C:61]([NH:60][C:14]([C:11]3[C:10]([CH3:17])=[C:9]([CH:4]4[CH2:3][CH:2]=[C:7]([CH3:8])[CH2:6][O:5]4)[O:13][N:12]=3)=[O:16])=[C:65]([CH3:66])[N:64]2[CH3:67])[CH2:69][CH2:70][CH2:71][CH2:72][CH2:73]1. The catalyst class is: 37. (7) Reactant: O[CH2:2][C:3]1[C:11]2[C:6](=[N:7][CH:8]=[C:9]([C:23]#[N:24])[C:10]=2[NH:12][C:13]2[C:14]([CH3:22])=[C:15]3[C:19](=[CH:20][CH:21]=2)[NH:18][CH:17]=[CH:16]3)[S:5][CH:4]=1.C(N(CC)CC)C.S(Cl)(C)(=O)=O.[CH3:37][N:38]1[CH2:43][CH2:42][NH:41][CH2:40][CH2:39]1. Product: [CH3:22][C:14]1[C:13]([NH:12][C:10]2[C:9]([C:23]#[N:24])=[CH:8][N:7]=[C:6]3[S:5][CH:4]=[C:3]([CH2:2][N:41]4[CH2:42][CH2:43][N:38]([CH3:37])[CH2:39][CH2:40]4)[C:11]=23)=[CH:21][CH:20]=[C:19]2[C:15]=1[CH:16]=[CH:17][NH:18]2. The catalyst class is: 3.